From a dataset of Catalyst prediction with 721,799 reactions and 888 catalyst types from USPTO. Predict which catalyst facilitates the given reaction. Reactant: [Br:1][C:2]1[CH:3]=[C:4]([CH3:10])[C:5](F)=[C:6]([CH3:8])[CH:7]=1.CN(C)C=O.[CH3:16][S-:17].[Na+]. Product: [Br:1][C:2]1[CH:3]=[C:4]([CH3:10])[C:5]([S:17][CH3:16])=[C:6]([CH3:8])[CH:7]=1. The catalyst class is: 581.